Dataset: Reaction yield outcomes from USPTO patents with 853,638 reactions. Task: Predict the reaction yield, written as a fraction of the theoretical maximum amount of product (1.0 means a 100% yield; for example, 0.34 means a 34% yield). (1) The reactants are [NH2:1][CH2:2][C:3]1([OH:8])[CH2:7][CH2:6][CH2:5][CH2:4]1.[CH3:9][C:10]([CH3:15])([CH3:14])[CH2:11][CH:12]=O.[S-:16][C:17]#[N:18].[K+].II. The catalyst is C(#N)C. The product is [C:10]([C:11]1[S:16][C:17](=[NH:18])[N:1]([CH2:2][C:3]2([OH:8])[CH2:7][CH2:6][CH2:5][CH2:4]2)[CH:12]=1)([CH3:15])([CH3:14])[CH3:9]. The yield is 0.720. (2) The reactants are [Cl:1][C:2]1[N:3]=[C:4]([C:9]([NH:11][C@H:12]2[CH2:17][CH2:16][N:15]([C:18]3[S:19][C:20]([C:26]([O:28][CH2:29][CH3:30])=[O:27])=[C:21]([C:23]([OH:25])=O)[N:22]=3)[CH2:14][C@H:13]2[O:31][CH3:32])=[O:10])[NH:5][C:6]=1[CH2:7][CH3:8].[CH3:33][O:34][CH2:35][CH2:36][NH2:37].CCN=C=NCCCN(C)C.Cl.C1C=CC2N(O)N=NC=2C=1. No catalyst specified. The product is [Cl:1][C:2]1[N:3]=[C:4]([C:9]([NH:11][C@H:12]2[CH2:17][CH2:16][N:15]([C:18]3[S:19][C:20]([C:26]([O:28][CH2:29][CH3:30])=[O:27])=[C:21]([C:23](=[O:25])[NH:37][CH2:36][CH2:35][O:34][CH3:33])[N:22]=3)[CH2:14][C@H:13]2[O:31][CH3:32])=[O:10])[NH:5][C:6]=1[CH2:7][CH3:8]. The yield is 0.880. (3) The reactants are Br[C:2]1[CH:3]=[C:4]([NH:9][C:10](=[O:21])[C:11]2[CH:16]=[CH:15][CH:14]=[C:13]([C:17]([F:20])([F:19])[F:18])[CH:12]=2)[CH:5]=[N:6][C:7]=1[CH3:8].[B:22]1([B:22]2[O:26][C:25]([CH3:28])([CH3:27])[C:24]([CH3:30])([CH3:29])[O:23]2)[O:26][C:25]([CH3:28])([CH3:27])[C:24]([CH3:30])([CH3:29])[O:23]1.C([O-])(=O)C.[K+].C(Cl)Cl. The catalyst is O1CCOCC1.C(OCC)(=O)C.C1C=CC(P(C2C=CC=CC=2)[C-]2C=CC=C2)=CC=1.C1C=CC(P(C2C=CC=CC=2)[C-]2C=CC=C2)=CC=1.Cl[Pd]Cl.[Fe+2]. The product is [CH3:8][C:7]1[N:6]=[CH:5][C:4]([NH:9][C:10](=[O:21])[C:11]2[CH:16]=[CH:15][CH:14]=[C:13]([C:17]([F:20])([F:19])[F:18])[CH:12]=2)=[CH:3][C:2]=1[B:22]1[O:26][C:25]([CH3:28])([CH3:27])[C:24]([CH3:30])([CH3:29])[O:23]1. The yield is 1.00. (4) The reactants are [CH2:1]([N:3]1[C:11]2[C:6](=[CH:7][CH:8]=[C:9]([O:12][CH3:13])[CH:10]=2)[C:5]([C:14]([NH2:16])=O)=[CH:4]1)[CH3:2].COC1C=CC(P2(SP(C3C=CC(OC)=CC=3)(=S)S2)=[S:26])=CC=1. The catalyst is C1(C)C=CC=CC=1. The product is [CH2:1]([N:3]1[C:11]2[C:6](=[CH:7][CH:8]=[C:9]([O:12][CH3:13])[CH:10]=2)[C:5]([C:14](=[S:26])[NH2:16])=[CH:4]1)[CH3:2]. The yield is 0.710. (5) The reactants are [Cl:1][C:2]1[CH:3]=[C:4]2[C:9](=[CH:10][C:11]=1[O:12][CH3:13])[N:8]=[C:7]([O:14][CH3:15])[C:6]([C:16](=O)[CH3:17])=[CH:5]2.[CH3:19][C:20]([S@:23]([NH2:25])=[O:24])([CH3:22])[CH3:21]. The catalyst is C1COCC1.C1(C)C=CC=CC=1.CC(O[Ti](OC(C)C)(OC(C)C)OC(C)C)C. The product is [Cl:1][C:2]1[CH:3]=[C:4]2[C:9](=[CH:10][C:11]=1[O:12][CH3:13])[N:8]=[C:7]([O:14][CH3:15])[C:6](/[C:16](=[N:25]/[S@@:23]([C:20]([CH3:22])([CH3:21])[CH3:19])=[O:24])/[CH3:17])=[CH:5]2. The yield is 0.820.